Dataset: Experimentally validated miRNA-target interactions with 360,000+ pairs, plus equal number of negative samples. Task: Binary Classification. Given a miRNA mature sequence and a target amino acid sequence, predict their likelihood of interaction. (1) The miRNA is hsa-miR-6131 with sequence GGCUGGUCAGAUGGGAGUG. The protein sequence of the target gene is MPKNKKRNTPHRGSSAGGGGSGAAAATAATAGGQHRNVQPFSDEDASIETMSHCSGYSDPSSFAEDGPEVLDEEGTQEDLEYKLKGLIDLTLDKSAKTRQAALEGIKNALASKMLYEFILERRMTLTDSIERCLKKGKSDEQRAAAALASVLCIQLGPGIESEEILKTLGPILKKIICDGSASMQARQTCATCFGVCCFIATDDITELYSTLECLENIFTKSYLKEKDTTVICSTPNTVLHISSLLAWTLLLTICPINEVKKKLEMHFHKLPSLLSCDDVNMRIAAGESLALLFELARGI.... Result: 1 (interaction). (2) The miRNA is hsa-miR-8063 with sequence UCAAAAUCAGGAGUCGGGGCUU. The protein sequence of the target gene is MYSGAGPALAPPAPPPPIQGYAFKPPPRPDFGTSGRTIKLQANFFEMDIPKIDIYHYELDIKPEKCPRRVNREIVEHMVQHFKTQIFGDRKPVFDGRKNLYTAMPLPIGRDKVELEVTLPGEGKDRIFKVSIKWVSCVSLQALHDALSGRLPSVPFETIQALDVVMRHLPSMRYTPVGRSFFTASEGCSNPLGGGREVWFGFHQSVRPSLWKMMLNIDVSATAFYKAQPVIEFVCEVLDFKSIEEQQKPLTDSQRVKFTKEIKGLKVEITHCGQMKRKYRVCNVTRRPASHQTFPLQQES.... Result: 1 (interaction).